Predict which catalyst facilitates the given reaction. From a dataset of Catalyst prediction with 721,799 reactions and 888 catalyst types from USPTO. (1) The catalyst class is: 18. Reactant: Cl.[NH2:2][CH2:3][C:4]([O:6][C@H:7]([C:18]1[CH:23]=[CH:22][C:21]([O:24][CH:25]([F:27])[F:26])=[C:20]([O:28][CH2:29][CH:30]2[CH2:32][CH2:31]2)[CH:19]=1)[CH2:8][C:9]1[C:14]([Cl:15])=[CH:13][N+:12]([O-:16])=[CH:11][C:10]=1[Cl:17])=[O:5].C(OC(NCC(O[C@H](C1C=CC(OC(F)F)=C(OCC2CC2)C=1)CC1C(Cl)=C[N+]([O-])=CC=1Cl)=O)=O)(C)(C)C.[N:71]([C:74]1[CH:79]=[CH:78][C:77]([O:80][CH3:81])=[C:76]([O:82][CH3:83])[CH:75]=1)=[C:72]=[O:73]. Product: [Cl:17][C:10]1[CH:11]=[N+:12]([O-:16])[CH:13]=[C:14]([Cl:15])[C:9]=1[CH2:8][C@@H:7]([C:18]1[CH:23]=[CH:22][C:21]([O:24][CH:25]([F:27])[F:26])=[C:20]([O:28][CH2:29][CH:30]2[CH2:32][CH2:31]2)[CH:19]=1)[O:6][C:4](=[O:5])[CH2:3][NH:2][C:72]([NH:71][C:74]1[CH:79]=[CH:78][C:77]([O:80][CH3:81])=[C:76]([O:82][CH3:83])[CH:75]=1)=[O:73]. (2) Reactant: O=[C:2]([CH2:8][CH3:9])[CH2:3][C:4]([O:6][CH3:7])=[O:5].CC1(C)O[C:15](=[O:17])[CH2:14][C:13](=O)O1.C([O-])(=O)C.[NH4+:24].[CH3:25][CH:26]([CH3:30])[CH2:27]C=O. Product: [CH2:8]([C:2]1[NH:24][C:15](=[O:17])[CH2:14][CH:13]([CH2:25][CH:26]([CH3:30])[CH3:27])[C:3]=1[C:4]([O:6][CH3:7])=[O:5])[CH3:9]. The catalyst class is: 15. (3) Reactant: [CH2:1]([N:8]1[C:12]([CH3:13])=[C:11]([I:14])[CH:10]=[C:9]1[C:15]([OH:17])=O)[C:2]1[CH:7]=[CH:6][CH:5]=[CH:4][CH:3]=1.C(N1C=CN=C1)([N:20]1C=CN=C1)=O.[OH-]. Product: [CH2:1]([N:8]1[C:12]([CH3:13])=[C:11]([I:14])[CH:10]=[C:9]1[C:15]([NH2:20])=[O:17])[C:2]1[CH:7]=[CH:6][CH:5]=[CH:4][CH:3]=1. The catalyst class is: 7. (4) Reactant: [C:1]([O:5][C:6]([NH:8][C@@H:9]([CH2:14][C:15]1[CH:20]=[CH:19][CH:18]=[CH:17][CH:16]=1)[C@@H:10]([OH:13])[CH2:11][OH:12])=[O:7])([CH3:4])([CH3:3])[CH3:2].[CH3:21][S:22](Cl)(=[O:24])=[O:23].C(N(CC)CC)C.CCCCCCC. Product: [C:1]([O:5][C:6]([NH:8][C@@H:9]([CH2:14][C:15]1[CH:16]=[CH:17][CH:18]=[CH:19][CH:20]=1)[C@@H:10]([OH:13])[CH2:11][O:12][S:22]([CH3:21])(=[O:24])=[O:23])=[O:7])([CH3:4])([CH3:2])[CH3:3]. The catalyst class is: 13. (5) Reactant: [Br:1][C:2]1[CH:3]=[C:4]2[N:10]=[CH:9][NH:8][C:5]2=[N:6][CH:7]=1.[H-].[Na+].Cl[CH2:14][C:15]1[CH:25]=[CH:24][C:18]2[N:19]=[C:20]([S:22][CH3:23])[O:21][C:17]=2[CH:16]=1.O. Product: [Br:1][C:2]1[CH:3]=[C:4]2[N:10]=[CH:9][N:8]([CH2:14][C:15]3[CH:25]=[CH:24][C:18]4[N:19]=[C:20]([S:22][CH3:23])[O:21][C:17]=4[CH:16]=3)[C:5]2=[N:6][CH:7]=1. The catalyst class is: 3. (6) Reactant: [Cl:1][C:2]1[N:7]=[C:6]([NH:8][CH:9]2[CH2:13][CH2:12][CH2:11][CH2:10]2)[C:5]([C:14]#[C:15][CH2:16][OH:17])=[CH:4][N:3]=1.[F-].C([N+](CCCC)(CCCC)CCCC)CCC. Product: [Cl:1][C:2]1[N:3]=[CH:4][C:5]2[CH:14]=[C:15]([CH2:16][OH:17])[N:8]([CH:9]3[CH2:13][CH2:12][CH2:11][CH2:10]3)[C:6]=2[N:7]=1. The catalyst class is: 1. (7) Reactant: S(Cl)(Cl)=[O:2].[NH2:5][C@H:6]1[CH2:11][CH2:10][CH2:9][CH2:8][C@@H:7]1[NH:12][C:13]1[CH:20]=[C:19]([C:21]([F:24])([F:23])[F:22])[CH:18]=[CH:17][C:14]=1[C:15]#N.[C:25](=O)(O)[O-:26].[Na+]. Product: [NH2:5][C@H:6]1[CH2:11][CH2:10][CH2:9][CH2:8][C@@H:7]1[NH:12][C:13]1[CH:20]=[C:19]([C:21]([F:24])([F:23])[F:22])[CH:18]=[CH:17][C:14]=1[C:15]([O:26][CH3:25])=[O:2]. The catalyst class is: 5. (8) Reactant: O1CCCCC1O[C:8]1[CH:13]=[CH:12][C:11]([C:14]#[C:15][C:16]2[CH:21]=[CH:20][C:19]([C:22]([F:25])([F:24])[F:23])=[CH:18][CH:17]=2)=[CH:10][CH:9]=1.C(Cl)Cl.CC1C=CC(S(O)(=O)=[O:37])=CC=1. Product: [OH:37][C:9]1[CH:8]=[CH:13][CH:12]=[C:11]([C:14]#[C:15][C:16]2[CH:21]=[CH:20][C:19]([C:22]([F:25])([F:24])[F:23])=[CH:18][CH:17]=2)[CH:10]=1. The catalyst class is: 5. (9) Reactant: [C:1]([N:8]1[CH:12]=[CH:11]N=C1)(N1C=CN=C1)=[S:2].NC1C=[C:18]([Cl:20])[C:17]([S:21][C:22]2[CH:29]=[CH:28][C:25]([C:26]#[N:27])=[CH:24][CH:23]=2)=[C:16]([Cl:30])[CH:15]=1. Product: [Cl:20][C:18]1[CH:11]=[C:12]([N:8]=[C:1]=[S:2])[CH:15]=[C:16]([Cl:30])[C:17]=1[S:21][C:22]1[CH:23]=[CH:24][C:25]([C:26]#[N:27])=[CH:28][CH:29]=1. The catalyst class is: 4. (10) The catalyst class is: 2. Reactant: [CH2:1]([O:3][C:4]([N:6]1[CH2:23][CH2:22][C:10]2[C:11]3[C:12]([CH:19]4[CH2:21][CH2:20]4)(O)[CH2:13][CH2:14][C:15]=3[CH:16]=[CH:17][C:9]=2[CH2:8][CH2:7]1)=[O:5])[CH3:2].C([SiH](CC)CC)C.B(F)(F)F.CCOCC. Product: [CH2:1]([O:3][C:4]([N:6]1[CH2:23][CH2:22][C:10]2[C:11]3[CH:12]([CH:19]4[CH2:20][CH2:21]4)[CH2:13][CH2:14][C:15]=3[CH:16]=[CH:17][C:9]=2[CH2:8][CH2:7]1)=[O:5])[CH3:2].